Dataset: Forward reaction prediction with 1.9M reactions from USPTO patents (1976-2016). Task: Predict the product of the given reaction. (1) The product is: [NH2:13][C:3]1[CH:4]=[C:5]([CH:11]=[CH:12][C:2]=1[F:1])[C:6]([O:8][CH2:9][CH3:10])=[O:7]. Given the reactants [F:1][C:2]1[CH:12]=[CH:11][C:5]([C:6]([O:8][CH2:9][CH3:10])=[O:7])=[CH:4][C:3]=1[N+:13]([O-])=O.C(OCC)(=O)C, predict the reaction product. (2) Given the reactants [N:1]1[C:10]2[C:5](=[CH:6][CH:7]=[C:8]([NH:11][C:12]([C:14]3[CH:19]=[CH:18][C:17]([C:20]4[CH:25]=[CH:24][CH:23]=[CH:22][C:21]=4[CH:26]=[O:27])=[CH:16][CH:15]=3)=[O:13])[CH:9]=2)[CH:4]=[CH:3][CH:2]=1.[BH4-].[Na+], predict the reaction product. The product is: [N:1]1[C:10]2[C:5](=[CH:6][CH:7]=[C:8]([NH:11][C:12]([C:14]3[CH:19]=[CH:18][C:17]([C:20]4[CH:25]=[CH:24][CH:23]=[CH:22][C:21]=4[CH2:26][OH:27])=[CH:16][CH:15]=3)=[O:13])[CH:9]=2)[CH:4]=[CH:3][CH:2]=1. (3) The product is: [CH3:12][O:11][C:4]1[CH:3]=[C:2]([CH:13]=[CH2:14])[CH:7]=[CH:6][C:5]=1[N+:8]([O-:10])=[O:9]. Given the reactants Br[C:2]1[CH:7]=[CH:6][C:5]([N+:8]([O-:10])=[O:9])=[C:4]([O:11][CH3:12])[CH:3]=1.[CH2:13]([Sn](CCCC)(CCCC)C=C)[CH2:14]CC, predict the reaction product. (4) Given the reactants [F:1][C:2]1[CH:7]=[CH:6][C:5]([CH3:8])=[CH:4][C:3]=1[NH:9][C:10]([NH:12][C:13]1[CH:32]=[CH:31][C:16]([O:17][C:18]2[CH:23]=[CH:22][N:21]=[C:20]3[CH:24]=[C:25]([C:27]([O:29]C)=[O:28])[S:26][C:19]=23)=[CH:15][CH:14]=1)=[O:11].[Li+].[OH-].CO.O.Cl, predict the reaction product. The product is: [F:1][C:2]1[CH:7]=[CH:6][C:5]([CH3:8])=[CH:4][C:3]=1[NH:9][C:10]([NH:12][C:13]1[CH:14]=[CH:15][C:16]([O:17][C:18]2[CH:23]=[CH:22][N:21]=[C:20]3[CH:24]=[C:25]([C:27]([OH:29])=[O:28])[S:26][C:19]=23)=[CH:31][CH:32]=1)=[O:11]. (5) Given the reactants [CH2:1]([O:3][C:4](=[O:22])[CH2:5][C:6]1[CH:11]=[CH:10][CH:9]=[C:8]([NH:12][C:13]([C:15]2[CH:20]=[CH:19][CH:18]=[C:17](Br)[N:16]=2)=[O:14])[CH:7]=1)[CH3:2].[F:23][C:24]1[CH:25]=[C:26](B(O)O)[CH:27]=[CH:28][CH:29]=1, predict the reaction product. The product is: [CH2:1]([O:3][C:4](=[O:22])[CH2:5][C:6]1[CH:11]=[CH:10][CH:9]=[C:8]([NH:12][C:13]([C:15]2[CH:20]=[CH:19][CH:18]=[C:17]([C:28]3[CH:27]=[CH:26][CH:25]=[C:24]([F:23])[CH:29]=3)[N:16]=2)=[O:14])[CH:7]=1)[CH3:2]. (6) The product is: [CH3:10][C:11]1[N:15]([C:16]2[CH:21]=[CH:20][C:19]([C:22]([F:25])([F:23])[F:24])=[CH:18][N:17]=2)[N:14]=[CH:13][C:12]=1[C:7]([NH2:6])=[O:8]. Given the reactants S(Cl)(Cl)=O.C[N:6](C)[CH:7]=[O:8].[CH3:10][C:11]1[N:15]([C:16]2[CH:21]=[CH:20][C:19]([C:22]([F:25])([F:24])[F:23])=[CH:18][N:17]=2)[N:14]=[CH:13][C:12]=1C(O)=O, predict the reaction product. (7) The product is: [Cl:1][C:2]1[CH:3]=[CH:4][C:5]([N:8]([C@H:12]2[C:21]3[C:16](=[CH:17][CH:18]=[CH:19][CH:20]=3)[N:15]([C:22](=[O:30])[C:23]3[CH:24]=[CH:25][C:26]([O:29][CH2:39][CH2:40][CH2:41][C:42]4[CH:43]=[N:44][CH:45]=[CH:46][CH:47]=4)=[CH:27][CH:28]=3)[C@@H:14]([CH3:31])[CH2:13]2)[C:9](=[O:11])[CH3:10])=[CH:6][CH:7]=1. Given the reactants [Cl:1][C:2]1[CH:7]=[CH:6][C:5]([N:8]([C@H:12]2[C:21]3[C:16](=[CH:17][CH:18]=[CH:19][CH:20]=3)[N:15]([C:22](=[O:30])[C:23]3[CH:28]=[CH:27][C:26]([OH:29])=[CH:25][CH:24]=3)[C@@H:14]([CH3:31])[CH2:13]2)[C:9](=[O:11])[CH3:10])=[CH:4][CH:3]=1.C([O-])([O-])=O.[K+].[K+].Br[CH2:39][CH2:40][CH2:41][C:42]1[CH:43]=[N:44][CH:45]=[CH:46][CH:47]=1, predict the reaction product.